Dataset: Forward reaction prediction with 1.9M reactions from USPTO patents (1976-2016). Task: Predict the product of the given reaction. (1) Given the reactants [N+:1]([C:4]1[CH:5]=[C:6]2[C:10](=[CH:11][CH:12]=1)[NH:9][CH2:8][CH2:7]2)([O-:3])=[O:2].[C:13](O[C:13]([O:15][C:16]([CH3:19])([CH3:18])[CH3:17])=[O:14])([O:15][C:16]([CH3:19])([CH3:18])[CH3:17])=[O:14].O, predict the reaction product. The product is: [N+:1]([C:4]1[CH:5]=[C:6]2[C:10](=[CH:11][CH:12]=1)[N:9]([C:13]([O:15][C:16]([CH3:19])([CH3:18])[CH3:17])=[O:14])[CH2:8][CH2:7]2)([O-:3])=[O:2]. (2) The product is: [O:16]=[S:17]1(=[O:40])[CH2:22][CH2:21][CH:20]([O:23][C:24]2[CH:29]=[C:28]([CH3:30])[C:27]([C:31]3[CH:36]=[CH:35][CH:34]=[C:33]([CH2:37][O:1][C:2]4[CH:15]=[CH:14][C:5]5[C@H:6]([CH2:9][C:10]([O:12][CH3:13])=[O:11])[CH2:7][O:8][C:4]=5[CH:3]=4)[CH:32]=3)=[C:26]([CH3:39])[CH:25]=2)[CH2:19][CH2:18]1. Given the reactants [OH:1][C:2]1[CH:15]=[CH:14][C:5]2[C@H:6]([CH2:9][C:10]([O:12][CH3:13])=[O:11])[CH2:7][O:8][C:4]=2[CH:3]=1.[O:16]=[S:17]1(=[O:40])[CH2:22][CH2:21][CH:20]([O:23][C:24]2[CH:29]=[C:28]([CH3:30])[C:27]([C:31]3[CH:36]=[CH:35][CH:34]=[C:33]([CH2:37]O)[CH:32]=3)=[C:26]([CH3:39])[CH:25]=2)[CH2:19][CH2:18]1.C(P(CCCC)CCCC)CCC.N(C(N1CCCCC1)=O)=NC(N1CCCCC1)=O, predict the reaction product. (3) Given the reactants [Cl:1][C:2]1[C:3]2[C:10](I)=[CH:9][N:8]([S:12]([C:15]3[CH:20]=[CH:19][C:18]([CH3:21])=[CH:17][CH:16]=3)(=[O:14])=[O:13])[C:4]=2[N:5]=[CH:6][N:7]=1.C([Mg]Cl)(C)C.[CH2:27]([O:34][C:35](=[O:47])[NH:36][C:37]1[CH:42]=[CH:41][C:40]([F:43])=[C:39]([CH:44]=[O:45])[C:38]=1[F:46])[C:28]1[CH:33]=[CH:32][CH:31]=[CH:30][CH:29]=1.C1(C)C=CC=CC=1[Mg]Cl, predict the reaction product. The product is: [CH2:27]([O:34][C:35](=[O:47])[NH:36][C:37]1[CH:42]=[CH:41][C:40]([F:43])=[C:39]([CH:44]([C:10]2[C:3]3[C:2]([Cl:1])=[N:7][CH:6]=[N:5][C:4]=3[N:8]([S:12]([C:15]3[CH:20]=[CH:19][C:18]([CH3:21])=[CH:17][CH:16]=3)(=[O:14])=[O:13])[CH:9]=2)[OH:45])[C:38]=1[F:46])[C:28]1[CH:33]=[CH:32][CH:31]=[CH:30][CH:29]=1. (4) Given the reactants [Br:1][C:2]1[CH:3]=[CH:4][C:5]([O:12][CH3:13])=[C:6]([S:8](Cl)(=[O:10])=[O:9])[CH:7]=1.[CH3:14][C:15]1[CH:19]=[C:18]([NH2:20])[O:17][N:16]=1.O, predict the reaction product. The product is: [Br:1][C:2]1[CH:3]=[CH:4][C:5]([O:12][CH3:13])=[C:6]([S:8]([NH:20][C:18]2[O:17][N:16]=[C:15]([CH3:14])[CH:19]=2)(=[O:10])=[O:9])[CH:7]=1. (5) Given the reactants [NH2:1][C:2]1[N:7]=[C:6]([N:8]2[CH2:30][CH2:29][C:11]3([CH2:15][C@@H:14]([C:16]([OH:18])=[O:17])[N:13]([C:19]([O:21][CH2:22][C:23]4[CH:28]=[CH:27][CH:26]=[CH:25][CH:24]=4)=[O:20])[CH2:12]3)[CH2:10][CH2:9]2)[CH:5]=[C:4]([O:31][C@H:32]([C:37]2[CH:42]=[CH:41][C:40](Br)=[CH:39][C:38]=2[N:44]2[CH:48]=[CH:47][C:46]([CH3:49])=[N:45]2)[C:33]([F:36])([F:35])[F:34])[N:3]=1, predict the reaction product. The product is: [NH2:1][C:2]1[N:7]=[C:6]([N:8]2[CH2:30][CH2:29][C:11]3([CH2:15][C@@H:14]([C:16]([OH:18])=[O:17])[N:13]([C:19]([O:21][CH2:22][C:23]4[CH:28]=[CH:27][CH:26]=[CH:25][CH:24]=4)=[O:20])[CH2:12]3)[CH2:10][CH2:9]2)[CH:5]=[C:4]([O:31][C@H:32]([C:37]2[CH:42]=[CH:41][C:40]([C:19]([O:21][CH2:22][CH3:23])=[O:20])=[CH:39][C:38]=2[N:44]2[CH:48]=[CH:47][C:46]([CH3:49])=[N:45]2)[C:33]([F:36])([F:35])[F:34])[N:3]=1. (6) Given the reactants [Br:1][C:2]1[CH:7]=[CH:6][C:5]([N:8]2[CH2:12][CH2:11][C:10]([F:14])([F:13])[CH2:9]2)=[C:4]([N+:15]([O-])=O)[CH:3]=1.BrC1C=CC(N(CC(C)C)CC(C)C)=C([N+]([O-])=O)C=1.BrC1C=C(N)C(N(CC(C)C)CC(C)C)=CC=1, predict the reaction product. The product is: [Br:1][C:2]1[CH:7]=[CH:6][C:5]([N:8]2[CH2:12][CH2:11][C:10]([F:14])([F:13])[CH2:9]2)=[C:4]([CH:3]=1)[NH2:15]. (7) Given the reactants [CH2:1]([N:8]1[C:12]2=[N:13][C:14]3[C:19]([C:20]([NH2:21])=[C:11]2[CH2:10][CH2:9]1)=[CH:18][C:17]([Br:22])=[CH:16][CH:15]=3)[C:2]1[CH:7]=[CH:6][CH:5]=[CH:4][CH:3]=1, predict the reaction product. The product is: [CH2:3]([N:21]([C:20]1[C:19]2[C:14](=[CH:15][CH:16]=[C:17]([Br:22])[CH:18]=2)[N:13]=[C:12]2[N:8]([CH2:1][C:2]3[CH:7]=[CH:6][CH:5]=[CH:4][CH:3]=3)[CH2:9][CH2:10][C:11]=12)[CH2:6][CH:5]=[CH2:4])[CH:2]=[CH2:1].